From a dataset of Forward reaction prediction with 1.9M reactions from USPTO patents (1976-2016). Predict the product of the given reaction. (1) Given the reactants C[O:2][C:3](=[O:18])[C:4]1[CH:9]=[CH:8][C:7]([O:10][CH3:11])=[C:6]([NH:12][CH2:13][CH2:14][CH2:15][O:16][CH3:17])[CH:5]=1.O[Li].O.Cl, predict the reaction product. The product is: [CH3:11][O:10][C:7]1[CH:8]=[CH:9][C:4]([C:3]([OH:18])=[O:2])=[CH:5][C:6]=1[NH:12][CH2:13][CH2:14][CH2:15][O:16][CH3:17]. (2) The product is: [OH:5]/[CH:3]=[C:4]1\[C:10](=[O:13])[CH2:9][CH2:8][C:7]([CH3:14])([CH3:12])[CH2:6]\1. Given the reactants [H-].[Na+].[CH2:3]([OH:5])[CH3:4].[CH3:6][C:7]1([CH3:14])[CH2:12]C[C:10](=[O:13])[CH2:9][CH2:8]1.C(OCC)=O, predict the reaction product. (3) Given the reactants [F:1][C:2]1[CH:7]=[CH:6][C:5]([N:8]2[CH:12]=[C:11]([C:13](O)=[O:14])[N:10]=[CH:9]2)=[CH:4][CH:3]=1.O1CCCC1.B.CO, predict the reaction product. The product is: [F:1][C:2]1[CH:3]=[CH:4][C:5]([N:8]2[CH:12]=[C:11]([CH2:13][OH:14])[N:10]=[CH:9]2)=[CH:6][CH:7]=1. (4) Given the reactants [NH2:1][C:2]1[N:6]([C:7]2[CH:12]=[CH:11][CH:10]=[CH:9][CH:8]=2)[N:5]=[C:4]([O:13][CH2:14][C@@H:15]2[CH2:20][O:19][CH2:18][CH2:17][N:16]2[C:21]([O:23][C:24]([CH3:27])([CH3:26])[CH3:25])=[O:22])[C:3]=1[CH3:28].C1(C2C=CC([CH2:38][O:39]C)=CC=2CN)CC1.[CH3:43][O:44][CH2:45][C:46]1[CH:47]=[CH:48][C:49]([O:54][C:55]([F:58])([F:57])[F:56])=[C:50]([CH2:52][NH2:53])[CH:51]=1, predict the reaction product. The product is: [CH3:43][O:44][CH2:45][C:46]1[CH:47]=[CH:48][C:49]([O:54][C:55]([F:56])([F:57])[F:58])=[C:50]([CH:51]=1)[CH2:52][NH:53][C:38](=[O:39])[NH:1][C:2]1[N:6]([C:7]2[CH:12]=[CH:11][CH:10]=[CH:9][CH:8]=2)[N:5]=[C:4]([O:13][CH2:14][C@@H:15]2[CH2:20][O:19][CH2:18][CH2:17][N:16]2[C:21]([O:23][C:24]([CH3:25])([CH3:27])[CH3:26])=[O:22])[C:3]=1[CH3:28]. (5) Given the reactants [Br:1][C:2]1[CH:3]=[N:4][C:5](Cl)=[N:6][CH:7]=1.[O:9]1[CH2:14][CH2:13][N:12]([CH2:15][CH2:16][NH2:17])[CH2:11][CH2:10]1.CCN(C(C)C)C(C)C, predict the reaction product. The product is: [Br:1][C:2]1[CH:3]=[N:4][C:5]([NH:17][CH2:16][CH2:15][N:12]2[CH2:13][CH2:14][O:9][CH2:10][CH2:11]2)=[N:6][CH:7]=1. (6) Given the reactants [Br:1][C:2]1[CH:3]=[C:4]([C:8]2[CH:9]([CH2:14][OH:15])[CH2:10][O:11][CH2:12][CH:13]=2)[CH:5]=[CH:6][CH:7]=1.C(N(CC)CC)C.[CH3:23][S:24](Cl)(=[O:26])=[O:25], predict the reaction product. The product is: [CH3:23][S:24]([O:15][CH2:14][CH:9]1[C:8]([C:4]2[CH:5]=[CH:6][CH:7]=[C:2]([Br:1])[CH:3]=2)=[CH:13][CH2:12][O:11][CH2:10]1)(=[O:26])=[O:25]. (7) Given the reactants Cl.[F:2][C:3]1[CH:21]=[CH:20][C:6]([C:7]([N:9]2[C@H:14]([CH3:15])[CH2:13][CH2:12][C@@H:11]([C:16]([O:18]C)=[O:17])[CH2:10]2)=[O:8])=[C:5]([N:22]2[N:26]=[CH:25][CH:24]=[N:23]2)[CH:4]=1, predict the reaction product. The product is: [F:2][C:3]1[CH:21]=[CH:20][C:6]([C:7]([N:9]2[C@H:14]([CH3:15])[CH2:13][CH2:12][C@@H:11]([C:16]([OH:18])=[O:17])[CH2:10]2)=[O:8])=[C:5]([N:22]2[N:26]=[CH:25][CH:24]=[N:23]2)[CH:4]=1. (8) Given the reactants C([N:8]([CH2:31][C@@H:32]([C:34]1[CH:39]=[CH:38][CH:37]=[C:36]([Cl:40])[CH:35]=1)[OH:33])[CH2:9][CH2:10][C:11]1[CH:16]=[CH:15][C:14]([S:17]([C:20]2[CH:21]=[CH:22][C:23]([OH:30])=[C:24]([CH:29]=2)[C:25]([NH:27][CH3:28])=[O:26])(=[O:19])=[O:18])=[CH:13][CH:12]=1)C1C=CC=CC=1.CO.Cl.ClC1C=C([C@@H](O)CN[C@H](C)CC2C=CC(S(C3C=CC(C4CCCCC4)=CC=3C(OCC)=O)(=O)=O)=CC=2)C=CC=1, predict the reaction product. The product is: [ClH:40].[Cl:40][C:36]1[CH:35]=[C:34]([C@@H:32]([OH:33])[CH2:31][NH:8][CH2:9][CH2:10][C:11]2[CH:12]=[CH:13][C:14]([S:17]([C:20]3[CH:21]=[CH:22][C:23]([OH:30])=[C:24]([CH:29]=3)[C:25]([NH:27][CH3:28])=[O:26])(=[O:18])=[O:19])=[CH:15][CH:16]=2)[CH:39]=[CH:38][CH:37]=1. (9) Given the reactants [NH2:1][C:2]1[CH:7]=[CH:6][CH:5]=[CH:4][C:3]=1[OH:8].C(N(CC)CC)C.[Cl:16][C:17]1[CH:25]=[CH:24][C:23]([N+:26]([O-:28])=[O:27])=[CH:22][C:18]=1[C:19](Cl)=[O:20], predict the reaction product. The product is: [Cl:16][C:17]1[CH:25]=[CH:24][C:23]([N+:26]([O-:28])=[O:27])=[CH:22][C:18]=1[C:19]([NH:1][C:2]1[CH:7]=[CH:6][CH:5]=[CH:4][C:3]=1[OH:8])=[O:20]. (10) Given the reactants [C:1]([O:5][C:6]([N:8]1[CH2:13][CH2:12][C@@H:11]([C:14]2[CH:19]=[CH:18][C:17]([F:20])=[C:16]([F:21])[CH:15]=2)[C@H:10]([C:22](O)=O)[CH2:9]1)=[O:7])([CH3:4])(C)C.CN(C(ON1N=N[C:35]2C=CC=N[C:34]1=2)=[N+](C)C)C.F[P-](F)(F)(F)(F)F.[Cl:49][C:50]1[C:55]([Cl:56])=[CH:54][CH:53]=[CH:52][C:51]=1[C:57](=[N:60][CH:61]1[CH2:63][CH2:62]1)[NH:58][NH2:59].CCN(C(C)C)C(C)C, predict the reaction product. The product is: [CH:61]1([N:60]2[C:57]([C:51]3[CH:52]=[CH:53][CH:54]=[C:55]([Cl:56])[C:50]=3[Cl:49])=[N:58][N:59]=[C:22]2[C@@H:10]2[C@@H:11]([C:14]3[CH:19]=[CH:18][C:17]([F:20])=[C:16]([F:21])[CH:15]=3)[CH2:12][CH2:13][N:8]([C:6]([O:5][CH2:1][CH2:4][CH2:34][CH3:35])=[O:7])[CH2:9]2)[CH2:62][CH2:63]1.